From a dataset of NCI-60 drug combinations with 297,098 pairs across 59 cell lines. Regression. Given two drug SMILES strings and cell line genomic features, predict the synergy score measuring deviation from expected non-interaction effect. Drug 1: C1=CN(C=N1)CC(O)(P(=O)(O)O)P(=O)(O)O. Drug 2: CN(CC1=CN=C2C(=N1)C(=NC(=N2)N)N)C3=CC=C(C=C3)C(=O)NC(CCC(=O)O)C(=O)O. Cell line: OVCAR-8. Synergy scores: CSS=34.1, Synergy_ZIP=-3.74, Synergy_Bliss=-8.42, Synergy_Loewe=-31.8, Synergy_HSA=-8.21.